Dataset: Catalyst prediction with 721,799 reactions and 888 catalyst types from USPTO. Task: Predict which catalyst facilitates the given reaction. (1) Reactant: [C:1]1([CH:7]([C:18]2[CH:23]=[CH:22][CH:21]=[CH:20][CH:19]=2)[N:8]2[CH2:11][CH:10]([N:12]3[CH2:17][CH2:16][NH:15][CH2:14][CH2:13]3)[CH2:9]2)[CH:6]=[CH:5][CH:4]=[CH:3][CH:2]=1.C([O-])([O-])=O.[K+].[K+].[C:30](Cl)(=[O:33])[CH2:31][CH3:32]. Product: [C:18]1([CH:7]([C:1]2[CH:2]=[CH:3][CH:4]=[CH:5][CH:6]=2)[N:8]2[CH2:9][CH:10]([N:12]3[CH2:17][CH2:16][N:15]([C:30](=[O:33])[CH2:31][CH3:32])[CH2:14][CH2:13]3)[CH2:11]2)[CH:23]=[CH:22][CH:21]=[CH:20][CH:19]=1. The catalyst class is: 10. (2) Reactant: [N:1]1[CH:6]=[CH:5][C:4]([O:7][CH:8]([C:10]2[CH:18]=[CH:17][C:13]([C:14]([OH:16])=O)=[CH:12][CH:11]=2)[CH3:9])=[CH:3][CH:2]=1.ON1C2C=CC=CC=2N=N1.Cl.C(N=C=NCCCN(C)C)C.C(N(CC)CC)C.[NH2:48][CH2:49][C:50]1[C:51]([OH:58])=[N:52][C:53]([CH3:57])=[CH:54][C:55]=1[CH3:56]. Product: [OH:58][C:51]1[C:50]([CH2:49][NH:48][C:14](=[O:16])[C:13]2[CH:12]=[CH:11][C:10]([CH:8]([O:7][C:4]3[CH:3]=[CH:2][N:1]=[CH:6][CH:5]=3)[CH3:9])=[CH:18][CH:17]=2)=[C:55]([CH3:56])[CH:54]=[C:53]([CH3:57])[N:52]=1. The catalyst class is: 4.